This data is from NCI-60 drug combinations with 297,098 pairs across 59 cell lines. The task is: Regression. Given two drug SMILES strings and cell line genomic features, predict the synergy score measuring deviation from expected non-interaction effect. (1) Drug 1: CC1=CC=C(C=C1)C2=CC(=NN2C3=CC=C(C=C3)S(=O)(=O)N)C(F)(F)F. Drug 2: C#CCC(CC1=CN=C2C(=N1)C(=NC(=N2)N)N)C3=CC=C(C=C3)C(=O)NC(CCC(=O)O)C(=O)O. Cell line: EKVX. Synergy scores: CSS=0.893, Synergy_ZIP=3.78, Synergy_Bliss=2.30, Synergy_Loewe=4.27, Synergy_HSA=0.919. (2) Drug 1: C#CCC(CC1=CN=C2C(=N1)C(=NC(=N2)N)N)C3=CC=C(C=C3)C(=O)NC(CCC(=O)O)C(=O)O. Drug 2: CC(C)CN1C=NC2=C1C3=CC=CC=C3N=C2N. Cell line: SR. Synergy scores: CSS=-4.55, Synergy_ZIP=0.284, Synergy_Bliss=-5.47, Synergy_Loewe=-4.33, Synergy_HSA=-7.38. (3) Drug 1: CCCCCOC(=O)NC1=NC(=O)N(C=C1F)C2C(C(C(O2)C)O)O. Drug 2: CC=C1C(=O)NC(C(=O)OC2CC(=O)NC(C(=O)NC(CSSCCC=C2)C(=O)N1)C(C)C)C(C)C. Cell line: SK-MEL-28. Synergy scores: CSS=24.5, Synergy_ZIP=-1.46, Synergy_Bliss=-2.56, Synergy_Loewe=-52.5, Synergy_HSA=-2.35. (4) Drug 1: COC1=CC(=CC(=C1O)OC)C2C3C(COC3=O)C(C4=CC5=C(C=C24)OCO5)OC6C(C(C7C(O6)COC(O7)C8=CC=CS8)O)O. Drug 2: CCN(CC)CCNC(=O)C1=C(NC(=C1C)C=C2C3=C(C=CC(=C3)F)NC2=O)C. Cell line: HOP-92. Synergy scores: CSS=40.3, Synergy_ZIP=3.58, Synergy_Bliss=4.95, Synergy_Loewe=-11.6, Synergy_HSA=1.31. (5) Drug 1: C1=NC2=C(N=C(N=C2N1C3C(C(C(O3)CO)O)F)Cl)N. Drug 2: C1=CC=C(C=C1)NC(=O)CCCCCCC(=O)NO. Cell line: SN12C. Synergy scores: CSS=14.8, Synergy_ZIP=-7.27, Synergy_Bliss=1.20, Synergy_Loewe=-5.63, Synergy_HSA=2.06.